Dataset: Catalyst prediction with 721,799 reactions and 888 catalyst types from USPTO. Task: Predict which catalyst facilitates the given reaction. (1) Product: [Cl:23][C:24]1[N:29]=[CH:28][C:27]2[CH:30]=[N:31][N:32]([C:2]3[N:7]=[C:6]([N:8]4[CH2:14][CH:13]([OH:15])[CH2:12][N:11]([C:16]([O:18][C:19]([CH3:22])([CH3:21])[CH3:20])=[O:17])[CH2:10][CH2:9]4)[CH:5]=[CH:4][CH:3]=3)[C:26]=2[CH:25]=1. Reactant: Br[C:2]1[N:7]=[C:6]([N:8]2[CH2:14][CH:13]([OH:15])[CH2:12][N:11]([C:16]([O:18][C:19]([CH3:22])([CH3:21])[CH3:20])=[O:17])[CH2:10][CH2:9]2)[CH:5]=[CH:4][CH:3]=1.[Cl:23][C:24]1[N:29]=[CH:28][C:27]2[CH:30]=[N:31][NH:32][C:26]=2[CH:25]=1.CNCCNC.C([O-])([O-])=O.[K+].[K+]. The catalyst class is: 185. (2) Reactant: C[O:2][C:3](=[O:33])[C:4]1[CH:9]=[CH:8][C:7]([CH:10]([NH:25][C:26]([O:28][C:29]([CH3:32])([CH3:31])[CH3:30])=[O:27])[CH2:11][NH:12][C:13]([C:15]2([C:18]3[CH:23]=[CH:22][C:21]([Cl:24])=[CH:20][CH:19]=3)[CH2:17][CH2:16]2)=[O:14])=[CH:6][CH:5]=1.[OH-].[Na+]. Product: [C:29]([O:28][C:26]([NH:25][CH:10]([C:7]1[CH:6]=[CH:5][C:4]([C:3]([OH:33])=[O:2])=[CH:9][CH:8]=1)[CH2:11][NH:12][C:13]([C:15]1([C:18]2[CH:23]=[CH:22][C:21]([Cl:24])=[CH:20][CH:19]=2)[CH2:17][CH2:16]1)=[O:14])=[O:27])([CH3:32])([CH3:30])[CH3:31]. The catalyst class is: 5. (3) Reactant: [CH3:1][C:2]1[N:7]=[CH:6][C:5]([CH2:8][O:9][C:10]2[CH:15]=[CH:14][NH:13][C:12](=[O:16])[CH:11]=2)=[CH:4][CH:3]=1.Br[C:18]1[CH:23]=[CH:22][C:21]2[C:24]3[CH2:25][N:26]([C:32]([O:34][C:35]([CH3:38])([CH3:37])[CH3:36])=[O:33])[CH2:27][CH2:28][CH2:29][C:30]=3[O:31][C:20]=2[CH:19]=1.C([O-])([O-])=O.[Cs+].[Cs+].CN[C@@H]1CCCC[C@H]1NC. Product: [CH3:1][C:2]1[N:7]=[CH:6][C:5]([CH2:8][O:9][C:10]2[CH:15]=[CH:14][N:13]([C:18]3[CH:23]=[CH:22][C:21]4[C:24]5[CH2:25][N:26]([C:32]([O:34][C:35]([CH3:38])([CH3:37])[CH3:36])=[O:33])[CH2:27][CH2:28][CH2:29][C:30]=5[O:31][C:20]=4[CH:19]=3)[C:12](=[O:16])[CH:11]=2)=[CH:4][CH:3]=1. The catalyst class is: 432. (4) Reactant: [Si:1]([O:8][CH2:9][CH2:10][CH2:11][CH2:12][CH2:13][C:14](=[O:29])[C:15]#[C:16][CH2:17][CH2:18][CH2:19]/[CH:20]=[CH:21]/[C:22]1[CH:27]=[CH:26][CH:25]=[CH:24][C:23]=1[Cl:28])([C:4]([CH3:7])([CH3:6])[CH3:5])([CH3:3])[CH3:2].CCOC(C)=O.CCCCCC. Product: [Si:1]([O:8][CH2:9][CH2:10][CH2:11][CH2:12][CH2:13][C:14]([C:15]1[C:27]2[C:22](=[C:23]([Cl:28])[CH:24]=[CH:25][CH:26]=2)[CH:21]=[C:20]2[CH2:19][CH2:18][CH2:17][C:16]=12)=[O:29])([C:4]([CH3:7])([CH3:6])[CH3:5])([CH3:3])[CH3:2]. The catalyst class is: 26.